This data is from Full USPTO retrosynthesis dataset with 1.9M reactions from patents (1976-2016). The task is: Predict the reactants needed to synthesize the given product. (1) Given the product [NH2:2][C:1]([C:3]1[CH:12]=[CH:11][C:6]([C:7]([O:9][CH3:10])=[O:8])=[CH:5][CH:4]=1)=[S:14], predict the reactants needed to synthesize it. The reactants are: [C:1]([C:3]1[CH:12]=[CH:11][C:6]([C:7]([O:9][CH3:10])=[O:8])=[CH:5][CH:4]=1)#[N:2].P(S)(OCC)(OCC)=[S:14]. (2) Given the product [CH:40]12[CH2:32][CH:37]([CH2:38][CH2:39]1)[CH2:36][CH:35]2[CH2:34][NH:33][C:29]([C:26]1[N:27]=[N:28][C:23]([NH:22][C:20]([N:12]2[CH2:11][C:19]3[CH:18]=[CH:17][N:16]=[CH:15][C:14]=3[CH2:13]2)=[O:21])=[CH:24][CH:25]=1)=[O:31], predict the reactants needed to synthesize it. The reactants are: C1(CCCN)C=CC=CC=1.[CH2:11]1[C:19]2[CH:18]=[CH:17][N:16]=[CH:15][C:14]=2[CH2:13][N:12]1[C:20]([NH:22][C:23]1[N:28]=[N:27][C:26]([C:29]([OH:31])=O)=[CH:25][CH:24]=1)=[O:21].[CH2:32]1[C:40]2[C:35](=[CH:36][CH:37]=[CH:38][CH:39]=2)[CH2:34][N:33]1C(NC1C=CC(C(O)=O)=CC=1)=O. (3) Given the product [CH3:1][O:2][CH2:3][CH2:4][CH2:5][C:6]1[CH:15]=[C:14]([C:16]([O:18][CH2:19][CH2:20][CH3:21])=[O:17])[C:13]2[C:8](=[CH:9][CH:10]=[CH:11][CH:12]=2)[N:7]=1, predict the reactants needed to synthesize it. The reactants are: [CH3:1][O:2][CH2:3]/[CH:4]=[CH:5]/[C:6]1[CH:15]=[C:14]([C:16]([O:18][CH2:19][CH2:20][CH3:21])=[O:17])[C:13]2[C:8](=[CH:9][CH:10]=[CH:11][CH:12]=2)[N:7]=1. (4) Given the product [Br:1][C:2]1[C:11]([CH2:12][NH:22][C:21]2[CH:23]=[CH:24][CH:25]=[CH:26][C:20]=2[O:19][CH3:18])=[C:10]2[C:5]([NH:6][C:7]([CH3:17])([CH3:16])[C:8](=[O:15])[N:9]2[CH3:14])=[CH:4][CH:3]=1, predict the reactants needed to synthesize it. The reactants are: [Br:1][C:2]1[C:11]([CH2:12]Cl)=[C:10]2[C:5]([NH:6][C:7]([CH3:17])([CH3:16])[C:8](=[O:15])[N:9]2[CH3:14])=[CH:4][CH:3]=1.[CH3:18][O:19][C:20]1[CH:26]=[CH:25][CH:24]=[CH:23][C:21]=1[NH2:22].C(=O)([O-])[O-].[K+].[K+].C(OCC)(=O)C. (5) Given the product [Cl:1][C:2]1[CH:7]=[C:6]([O:14][CH3:13])[C:5]([CH3:9])=[CH:4][C:3]=1[N+:10]([O-:12])=[O:11], predict the reactants needed to synthesize it. The reactants are: [Cl:1][C:2]1[CH:7]=[C:6](F)[C:5]([CH3:9])=[CH:4][C:3]=1[N+:10]([O-:12])=[O:11].[CH3:13][O:14]CCOC.